From a dataset of Catalyst prediction with 721,799 reactions and 888 catalyst types from USPTO. Predict which catalyst facilitates the given reaction. (1) Reactant: [OH:1]/[N:2]=[C:3](\[NH2:17])/[C:4]1[CH:9]=[CH:8][C:7]([O:10][C:11]2[CH:16]=[CH:15][N:14]=[CH:13][CH:12]=2)=[CH:6][CH:5]=1.[CH2:18]([O:25][C:26]1[CH:34]=[CH:33][C:29]([C:30](Cl)=O)=[CH:28][CH:27]=1)[C:19]1[CH:24]=[CH:23][CH:22]=[CH:21][CH:20]=1. Product: [CH2:18]([O:25][C:26]1[CH:27]=[CH:28][C:29]([C:30]2[O:1][N:2]=[C:3]([C:4]3[CH:5]=[CH:6][C:7]([O:10][C:11]4[CH:16]=[CH:15][N:14]=[CH:13][CH:12]=4)=[CH:8][CH:9]=3)[N:17]=2)=[CH:33][CH:34]=1)[C:19]1[CH:20]=[CH:21][CH:22]=[CH:23][CH:24]=1. The catalyst class is: 17. (2) Reactant: B(Br)(Br)Br.[Cl:5][C:6]1[CH:7]=[C:8]([N:12]([CH:21]([F:35])[C:22]2[C:31]3[C:26](=[C:27]([F:32])[CH:28]=[CH:29][CH:30]=3)[N:25]=[C:24]([O:33]C)[CH:23]=2)[C:13]([C:15]2[S:19][CH:18]=[N:17][C:16]=2[CH3:20])=[O:14])[CH:9]=[CH:10][CH:11]=1. Product: [Cl:5][C:6]1[CH:7]=[C:8]([N:12]([CH:21]([F:35])[C:22]2[C:31]3[C:26](=[C:27]([F:32])[CH:28]=[CH:29][CH:30]=3)[NH:25][C:24](=[O:33])[CH:23]=2)[C:13]([C:15]2[S:19][CH:18]=[N:17][C:16]=2[CH3:20])=[O:14])[CH:9]=[CH:10][CH:11]=1. The catalyst class is: 2. (3) Reactant: [C:1]([C:5]1[CH:6]=[C:7]([NH:25][C:26]([NH:28][C@@H:29]2[C:38]3[C:33](=[CH:34][CH:35]=[CH:36][CH:37]=3)[C@H:32]([O:39][C:40]3[CH:41]=[CH:42][C:43]4[N:44]([C:46]([C@@H:49]5[CH2:53][CH2:52][CH2:51][N:50]5[CH3:54])=[N:47][N:48]=4)[CH:45]=3)[CH2:31][CH2:30]2)=[O:27])[N:8]([C:10]2[CH:15]=[C:14]([Cl:16])[CH:13]=[C:12]([O:17][Si](C(C)(C)C)(C)C)[CH:11]=2)[N:9]=1)([CH3:4])([CH3:3])[CH3:2].CCCC[N+](CCCC)(CCCC)CCCC.[F-]. Product: [C:1]([C:5]1[CH:6]=[C:7]([NH:25][C:26]([NH:28][C@@H:29]2[C:38]3[C:33](=[CH:34][CH:35]=[CH:36][CH:37]=3)[C@H:32]([O:39][C:40]3[CH:41]=[CH:42][C:43]4[N:44]([C:46]([C@@H:49]5[CH2:53][CH2:52][CH2:51][N:50]5[CH3:54])=[N:47][N:48]=4)[CH:45]=3)[CH2:31][CH2:30]2)=[O:27])[N:8]([C:10]2[CH:11]=[C:12]([OH:17])[CH:13]=[C:14]([Cl:16])[CH:15]=2)[N:9]=1)([CH3:4])([CH3:2])[CH3:3]. The catalyst class is: 20. (4) The catalyst class is: 2. Reactant: [Cl:1][C:2]1[C:3]([F:31])=[C:4]([CH:8]2[C:12]([C:15]3[CH:20]=[CH:19][C:18]([Cl:21])=[CH:17][C:16]=3[F:22])([C:13]#[N:14])[CH:11]([CH2:23][C:24]([CH3:27])([CH3:26])[CH3:25])[NH:10][CH:9]2[C:28](O)=[O:29])[CH:5]=[CH:6][CH:7]=1.[CH3:32][C:33]([O:42][CH2:43][C@@H:44]1[CH2:46][O:45]1)([CH3:41])[CH2:34][N:35]1[CH:39]=[CH:38][C:37]([NH2:40])=[N:36]1.CN(C(ON1N=NC2C=CC=NC1=2)=[N+](C)C)C.F[P-](F)(F)(F)(F)F.CCN(C(C)C)C(C)C. Product: [CH3:41][C:33]([O:42][CH2:43][C@@H:44]1[CH2:46][O:45]1)([CH3:32])[CH2:34][N:35]1[CH:39]=[CH:38][C:37]([NH:40][C:28]([CH:9]2[CH:8]([C:4]3[CH:5]=[CH:6][CH:7]=[C:2]([Cl:1])[C:3]=3[F:31])[C:12]([C:15]3[CH:20]=[CH:19][C:18]([Cl:21])=[CH:17][C:16]=3[F:22])([C:13]#[N:14])[CH:11]([CH2:23][C:24]([CH3:27])([CH3:26])[CH3:25])[NH:10]2)=[O:29])=[N:36]1. (5) Reactant: Br.[NH2:2][C@H:3]([C:7]1[O:8][C:9]([C:16]2[C:24]3[C:19](=[C:20]([Br:25])[CH:21]=[CH:22][CH:23]=3)[NH:18][CH:17]=2)=[C:10]([C:12]([O:14][CH3:15])=[O:13])[N:11]=1)[CH:4]([CH3:6])[CH3:5].C1C=CC2N(O)N=NC=2C=1.[NH:36]([C:49]([O:51][CH2:52][C:53]1[CH:58]=[CH:57][CH:56]=[CH:55][CH:54]=1)=[O:50])[C@H:37]([C:46](O)=[O:47])[CH2:38][C:39]1[CH:44]=[CH:43][C:42]([OH:45])=[CH:41][CH:40]=1.C(N(CC)C(C)C)(C)C.C(Cl)CCl. Product: [CH2:52]([O:51][C:49]([NH:36][C@@H:37]([CH2:38][C:39]1[CH:44]=[CH:43][C:42]([OH:45])=[CH:41][CH:40]=1)[C:46]([NH:2][C@H:3]([C:7]1[O:8][C:9]([C:16]2[C:24]3[C:19](=[C:20]([Br:25])[CH:21]=[CH:22][CH:23]=3)[NH:18][CH:17]=2)=[C:10]([C:12]([O:14][CH3:15])=[O:13])[N:11]=1)[CH:4]([CH3:6])[CH3:5])=[O:47])=[O:50])[C:53]1[CH:54]=[CH:55][CH:56]=[CH:57][CH:58]=1. The catalyst class is: 329. (6) The catalyst class is: 4. Product: [F:1][C:2]1[CH:7]=[CH:6][C:5]([C:8]2[C:9]([F:14])=[N:10][CH:11]=[CH:12][CH:13]=2)=[CH:4][C:3]=1[CH:15]=[O:16]. Reactant: [F:1][C:2]1[CH:7]=[CH:6][C:5]([C:8]2[C:9]([F:14])=[N:10][CH:11]=[CH:12][CH:13]=2)=[CH:4][C:3]=1[CH2:15][OH:16].[Cr](Cl)([O-])(=O)=O.[NH+]1C=CC=CC=1. (7) Reactant: [Br:1][C:2]1[CH:19]=[CH:18][C:5]2[C:6]([CH:15]([CH3:17])[CH3:16])=[N:7][C:8]3[CH:9]=[CH:10][NH:11][C:12](=[O:14])[C:13]=3[C:4]=2[CH:3]=1.C1C(=O)N([I:27])C(=O)C1. Product: [Br:1][C:2]1[CH:19]=[CH:18][C:5]2[C:6]([CH:15]([CH3:16])[CH3:17])=[N:7][C:8]3[C:9]([I:27])=[CH:10][NH:11][C:12](=[O:14])[C:13]=3[C:4]=2[CH:3]=1. The catalyst class is: 31.